This data is from Forward reaction prediction with 1.9M reactions from USPTO patents (1976-2016). The task is: Predict the product of the given reaction. (1) Given the reactants O[C:2]([CH2:4][CH2:5][CH2:6][CH2:7][C@H:8]1[C@@H:16]2[C@@H:11]([NH:12][C:13]([NH:15]2)=[O:14])[CH2:10][S:9]1)=[O:3].[CH2:17]([NH2:31])[CH2:18][CH2:19][O:20][CH2:21][CH2:22][O:23][CH2:24][CH2:25][O:26][CH2:27][CH2:28][CH2:29][NH2:30].C(N)(N)OOOCCCCCCCCC.[K+].[Br-], predict the reaction product. The product is: [NH2:30][CH2:29][CH2:28][CH2:27][O:26][CH2:25][CH2:24][O:23][CH2:22][CH2:21][O:20][CH2:19][CH2:18][CH2:17][NH:31][C:2](=[O:3])[CH2:4][CH2:5][CH2:6][CH2:7][C@H:8]1[C@@H:16]2[C@@H:11]([NH:12][C:13]([NH:15]2)=[O:14])[CH2:10][S:9]1. (2) Given the reactants [C:1]1([Mg]Br)[CH:6]=[CH:5][CH:4]=[CH:3][CH:2]=1.[CH2:9]([O:16][C:17]([N:19]1[CH2:24][CH2:23][CH2:22][C:21](=[O:25])[CH2:20]1)=[O:18])[C:10]1[CH:15]=[CH:14][CH:13]=[CH:12][CH:11]=1, predict the reaction product. The product is: [CH2:9]([O:16][C:17]([N:19]1[CH2:24][CH2:23][CH2:22][C:21]([OH:25])([C:1]2[CH:6]=[CH:5][CH:4]=[CH:3][CH:2]=2)[CH2:20]1)=[O:18])[C:10]1[CH:15]=[CH:14][CH:13]=[CH:12][CH:11]=1. (3) Given the reactants [CH3:1][C:2](C)([O-])C.[K+].[CH3:7][CH:8]([C:12]([CH3:14])=[O:13])[C:9]([O-:11])=[O:10].Cl[C:16]1[C:21]([C:22]#[N:23])=[C:20]([NH:24][CH3:25])[C:19]([N+:26]([O-:28])=[O:27])=[CH:18][CH:17]=1.[NH4+].[Cl-], predict the reaction product. The product is: [CH2:1]([O:10][C:9](=[O:11])[C:8]([C:16]1[CH:17]=[CH:18][C:19]([N+:26]([O-:28])=[O:27])=[C:20]([NH:24][CH3:25])[C:21]=1[C:22]#[N:23])([CH3:7])[C:12](=[O:13])[CH3:14])[CH3:2]. (4) Given the reactants [CH2:1]([N:5]1C[CH2:8][CH2:7][C:6]1=O)[CH:2]([CH3:4])[CH3:3].CS(O)(=O)=O.[C:16](=[O:19])([O-])[O-:17].[Na+].[Na+].[Br:22][C:23]1[CH:24]=[CH:25][C:26](F)=[C:27]([CH:30]=1)[CH:28]=[O:29].Cl, predict the reaction product. The product is: [Br:22][C:23]1[CH:24]=[CH:25][C:26]([N:5]([CH2:1][CH:2]([CH3:4])[CH3:3])[CH2:6][CH2:7][CH2:8][C:16]([OH:17])=[O:19])=[C:27]([CH:28]=[O:29])[CH:30]=1. (5) The product is: [OH:38][C:25]1[C:24](=[O:23])[N:14]([C:15]2[S:16][C:17]([CH3:20])=[CH:18][N:19]=2)[CH:8]([C:7]2[CH:10]=[CH:11][C:4]([O:3][C:2]([F:13])([F:12])[F:1])=[CH:5][CH:6]=2)[C:26]=1[C:27](=[O:28])[C:29]1[CH:34]=[CH:33][C:32]([CH:35]([CH3:37])[CH3:36])=[CH:31][CH:30]=1. Given the reactants [F:1][C:2]([F:13])([F:12])[O:3][C:4]1[CH:11]=[CH:10][C:7]([CH:8]=O)=[CH:6][CH:5]=1.[NH2:14][C:15]1[S:16][C:17]([CH3:20])=[CH:18][N:19]=1.C([O:23][C:24](=O)[C:25]([OH:38])=[CH:26][C:27]([C:29]1[CH:34]=[CH:33][C:32]([CH:35]([CH3:37])[CH3:36])=[CH:31][CH:30]=1)=[O:28])C, predict the reaction product. (6) Given the reactants [Br:1][C:2]1[CH:15]=[CH:14][C:5]2[N:6]=[C:7]([CH2:9][C:10]([NH:12][NH2:13])=[O:11])[S:8][C:4]=2[CH:3]=1.[CH3:16][C:17]1([CH2:24][C:25](O)=O)[C:21](=[O:22])[NH:20][C:19](=[O:23])[NH:18]1.C(P1(=O)OP(CCC)(=O)OP(CCC)(=O)O1)CC.CCN(C(C)C)C(C)C, predict the reaction product. The product is: [Br:1][C:2]1[CH:15]=[CH:14][C:5]2[N:6]=[C:7]([CH2:9][C:10]3[O:11][C:25]([CH2:24][C:17]4([CH3:16])[NH:18][C:19](=[O:23])[NH:20][C:21]4=[O:22])=[N:13][N:12]=3)[S:8][C:4]=2[CH:3]=1. (7) Given the reactants Cl[C:2]1[C:7]([NH2:8])=[CH:6][CH:5]=[CH:4][N:3]=1.[CH3:9][N:10](C=O)C, predict the reaction product. The product is: [NH2:8][C:7]1[C:2]([C:9]#[N:10])=[N:3][CH:4]=[CH:5][CH:6]=1. (8) The product is: [O:21]=[C:15]1[CH:14]([N:8]2[C:7](=[O:22])[C:6]3[C:10](=[CH:11][CH:12]=[C:4]([CH2:3][NH:2][C:27]([NH:26][CH2:23][CH2:24][CH3:25])=[O:28])[CH:5]=3)[C:9]2=[O:13])[CH2:19][CH2:18][C:17](=[O:20])[NH:16]1. Given the reactants Cl.[NH2:2][CH2:3][C:4]1[CH:5]=[C:6]2[C:10](=[CH:11][CH:12]=1)[C:9](=[O:13])[N:8]([CH:14]1[CH2:19][CH2:18][C:17](=[O:20])[NH:16][C:15]1=[O:21])[C:7]2=[O:22].[CH2:23]([N:26]=[C:27]=[O:28])[CH2:24][CH3:25].CCN(C(C)C)C(C)C, predict the reaction product.